From a dataset of Forward reaction prediction with 1.9M reactions from USPTO patents (1976-2016). Predict the product of the given reaction. (1) Given the reactants [NH:1]1[CH:5]=[C:4]([C:6]([OH:8])=O)[N:3]=[N:2]1.CN(C(ON1N=NC2C=CC=NC1=2)=[N+](C)C)C.F[P-](F)(F)(F)(F)F.[CH2:33]([O:35][C:36]([O:38][CH2:39][O:40][C:41](=[O:62])[C@@:42]([CH2:60][OH:61])([CH3:59])[CH2:43][C@H:44]([NH2:58])[CH2:45][C:46]1[CH:51]=[CH:50][C:49]([C:52]2[CH:57]=[CH:56][CH:55]=[CH:54][CH:53]=2)=[CH:48][CH:47]=1)=[O:37])[CH3:34], predict the reaction product. The product is: [CH2:33]([O:35][C:36]([O:38][CH2:39][O:40][C:41](=[O:62])[C@@:42]([CH2:60][OH:61])([CH3:59])[CH2:43][C@H:44]([NH:58][C:6]([C:4]1[NH:3][N:2]=[N:1][CH:5]=1)=[O:8])[CH2:45][C:46]1[CH:47]=[CH:48][C:49]([C:52]2[CH:57]=[CH:56][CH:55]=[CH:54][CH:53]=2)=[CH:50][CH:51]=1)=[O:37])[CH3:34]. (2) Given the reactants [Br:1][C:2]1[N:3]=[C:4]([CH3:8])[NH:5][C:6]=1[Br:7].[H-].[Na+].[CH3:11][Si:12]([CH3:19])([CH3:18])[CH2:13][CH2:14][O:15][CH2:16]Cl, predict the reaction product. The product is: [Br:1][C:2]1[N:3]=[C:4]([CH3:8])[N:5]([CH2:16][O:15][CH2:14][CH2:13][Si:12]([CH3:19])([CH3:18])[CH3:11])[C:6]=1[Br:7]. (3) The product is: [O:23]=[C:22]([C:24]1[CH:29]=[CH:28][CH:27]=[CH:26][CH:25]=1)[CH2:21][N:11]1[CH2:10][CH2:9][N:8]([C:1]([O:3][C:4]([CH3:7])([CH3:6])[CH3:5])=[O:2])[CH2:13][CH2:12]1. Given the reactants [C:1]([N:8]1[CH2:13][CH2:12][NH:11][CH2:10][CH2:9]1)([O:3][C:4]([CH3:7])([CH3:6])[CH3:5])=[O:2].C(=O)([O-])[O-].[K+].[K+].Br[CH2:21][C:22]([C:24]1[CH:29]=[CH:28][CH:27]=[CH:26][CH:25]=1)=[O:23], predict the reaction product. (4) Given the reactants [F:1][C:2]1[CH:7]=[CH:6][CH:5]=[CH:4][C:3]=1[C:8]1[CH:9]=[N:10][C:11]([N:14]2[C:22]3[C:17](=[CH:18][CH:19]=[C:20]([C:23]([OH:25])=O)[CH:21]=3)[C:16]([S:26]([CH3:28])=[O:27])=[CH:15]2)=[N:12][CH:13]=1.[CH:29]12[CH2:35][CH:32]([NH:33][CH2:34]1)[CH2:31][N:30]2C(OC(C)(C)C)=O.C(P1(=O)OP(CCC)(=O)OP(CCC)(=O)O1)CC, predict the reaction product. The product is: [CH:29]12[CH2:35][CH:32]([NH:33][CH2:34]1)[CH2:31][N:30]2[C:23]([C:20]1[CH:21]=[C:22]2[C:17]([C:16]([S:26]([CH3:28])=[O:27])=[CH:15][N:14]2[C:11]2[N:12]=[CH:13][C:8]([C:3]3[CH:4]=[CH:5][CH:6]=[CH:7][C:2]=3[F:1])=[CH:9][N:10]=2)=[CH:18][CH:19]=1)=[O:25]. (5) Given the reactants [CH3:1][CH:2]([CH3:33])[CH2:3][C:4]([O:6][C:7]1[CH:12]=[CH:11][C:10]([C:13]([C:15]2[NH:16][CH:17]=[C:18]([C:20](=[O:25])[CH2:21][CH:22]([CH3:24])[CH3:23])[CH:19]=2)=[O:14])=[CH:9][C:8]=1[CH2:26][CH2:27][C:28]([O:30][CH2:31][CH3:32])=[O:29])=[O:5].[H-].[Na+].[CH2:36](I)[CH2:37][CH:38]([CH3:40])[CH3:39].Cl, predict the reaction product. The product is: [CH3:1][CH:2]([CH3:33])[CH2:3][C:4]([O:6][C:7]1[CH:12]=[CH:11][C:10]([C:13]([C:15]2[N:16]([CH2:36][CH2:37][CH:38]([CH3:40])[CH3:39])[CH:17]=[C:18]([C:20](=[O:25])[CH2:21][CH:22]([CH3:23])[CH3:24])[CH:19]=2)=[O:14])=[CH:9][C:8]=1[CH2:26][CH2:27][C:28]([O:30][CH2:31][CH3:32])=[O:29])=[O:5]. (6) Given the reactants CC(OI1(OC(C)=O)(OC(C)=O)OC(=O)C2C=CC=CC1=2)=O.[Br:23][C:24]1[CH:25]=[C:26]2[C:31](=[CH:32][CH:33]=1)[CH2:30][CH:29]([NH:34][C:35]([C:37]1[CH:41]=[C:40]([C:42]3[CH:47]=[CH:46][C:45]([Cl:48])=[CH:44][CH:43]=3)[O:39][C:38]=1[CH2:49][CH2:50]O)=[O:36])[CH2:28][CH2:27]2.C(=O)([O-])O.[Na+], predict the reaction product. The product is: [Br:23][C:24]1[CH:25]=[C:26]2[C:31](=[CH:32][CH:33]=1)[CH2:30][CH:29]([N:34]1[CH:50]=[CH:49][C:38]3[O:39][C:40]([C:42]4[CH:47]=[CH:46][C:45]([Cl:48])=[CH:44][CH:43]=4)=[CH:41][C:37]=3[C:35]1=[O:36])[CH2:28][CH2:27]2.